From a dataset of Catalyst prediction with 721,799 reactions and 888 catalyst types from USPTO. Predict which catalyst facilitates the given reaction. (1) Reactant: C([O:3][C:4]([C:6]1[C:7]([CH2:23][CH3:24])=[C:8]2[CH:14]=[CH:13][N:12]([CH2:15][C:16]3[CH:21]=[CH:20][C:19]([F:22])=[CH:18][CH:17]=3)[C:9]2=[CH:10][N:11]=1)=O)C.[OH-:25].[Na+].[NH2:27]O.Cl. Product: [OH:25][NH:27][C:4]([C:6]1[C:7]([CH2:23][CH3:24])=[C:8]2[CH:14]=[CH:13][N:12]([CH2:15][C:16]3[CH:21]=[CH:20][C:19]([F:22])=[CH:18][CH:17]=3)[C:9]2=[CH:10][N:11]=1)=[O:3]. The catalyst class is: 88. (2) Reactant: [NH:1]1[C:9]2[C:4](=[CH:5][CH:6]=[CH:7][CH:8]=2)[C:3]([CH2:10][C:11]#[N:12])=[CH:2]1.C([O-])([O-])=O.[K+].[K+].[C:19](O[C:19]([O:21][C:22]([CH3:25])([CH3:24])[CH3:23])=[O:20])([O:21][C:22]([CH3:25])([CH3:24])[CH3:23])=[O:20].O. Product: [C:22]([O:21][C:19]([N:1]1[C:9]2[C:4](=[CH:5][CH:6]=[CH:7][CH:8]=2)[C:3]([CH2:10][C:11]#[N:12])=[CH:2]1)=[O:20])([CH3:25])([CH3:24])[CH3:23]. The catalyst class is: 3. (3) Reactant: [CH3:1][O:2][C:3]1[N:8]=[CH:7][C:6]([NH:9][C:10]2[C:15]([C:16]3[N:21]=[C:20]([CH3:22])[N:19]=[C:18](SC)[N:17]=3)=[CH:14][N:13]=[C:12]([C:25]3[CH:30]=[CH:29][N:28]=[CH:27][CH:26]=3)[N:11]=2)=[CH:5][CH:4]=1.[NH3:31]. Product: [CH3:1][O:2][C:3]1[N:8]=[CH:7][C:6]([NH:9][C:10]2[C:15]([C:16]3[N:21]=[C:20]([CH3:22])[N:19]=[C:18]([NH2:31])[N:17]=3)=[CH:14][N:13]=[C:12]([C:25]3[CH:30]=[CH:29][N:28]=[CH:27][CH:26]=3)[N:11]=2)=[CH:5][CH:4]=1. The catalyst class is: 12. (4) Reactant: [O-]S(C(F)(F)F)(=O)=O.[CH2:9]([C:13]1[CH:18]=[CH:17][C:16]([N:19]([C:35]2[CH:40]=[CH:39][C:38](/[CH:41]=[CH:42]/[C:43]3[CH:48]=[CH:47][C:46]([N:49]([C:65]4[CH:70]=[CH:69][C:68]([CH2:71][CH2:72][CH2:73][CH3:74])=[CH:67][CH:66]=4)[C:50]4[CH:55]=[CH:54][CH:53]=[C:52]([SH+:56][CH2:57][CH2:58][C:59]5[CH:64]=[CH:63][CH:62]=[CH:61][CH:60]=5)[CH:51]=4)=[CH:45][CH:44]=3)=[CH:37][CH:36]=2)[C:20]2[CH:21]=[C:22]([SH+:26][CH2:27][CH2:28][C:29]3[CH:34]=[CH:33][CH:32]=[CH:31][CH:30]=3)[CH:23]=[CH:24][CH:25]=2)=[CH:15][CH:14]=1)[CH2:10][CH2:11][CH3:12].[O-]S(C(F)(F)F)(=O)=O.[F:83][Sb-:84]([F:89])([F:88])([F:87])([F:86])[F:85].[Na+]. Product: [F:83][Sb-:84]([F:89])([F:88])([F:87])([F:86])[F:85].[CH2:71]([C:68]1[CH:67]=[CH:66][C:65]([N:49]([C:46]2[CH:47]=[CH:48][C:43](/[CH:42]=[CH:41]/[C:38]3[CH:39]=[CH:40][C:35]([N:19]([C:16]4[CH:17]=[CH:18][C:13]([CH2:9][CH2:10][CH2:11][CH3:12])=[CH:14][CH:15]=4)[C:20]4[CH:25]=[CH:24][CH:23]=[C:22]([SH+:26][CH2:27][CH2:28][C:29]5[CH:30]=[CH:31][CH:32]=[CH:33][CH:34]=5)[CH:21]=4)=[CH:36][CH:37]=3)=[CH:44][CH:45]=2)[C:50]2[CH:51]=[C:52]([SH+:56][CH2:57][CH2:58][C:59]3[CH:64]=[CH:63][CH:62]=[CH:61][CH:60]=3)[CH:53]=[CH:54][CH:55]=2)=[CH:70][CH:69]=1)[CH2:72][CH2:73][CH3:74].[F:83][Sb-:84]([F:89])([F:88])([F:87])([F:86])[F:85]. The catalyst class is: 21. (5) Reactant: Cl.[NH2:2][OH:3].C([O-])([O-])=O.[Na+].[Na+].[C:10]([O:14][C:15](=[O:25])[NH:16][C:17]1[CH:22]=[CH:21][CH:20]=[C:19]([C:23]#[N:24])[CH:18]=1)([CH3:13])([CH3:12])[CH3:11]. Product: [C:10]([O:14][C:15](=[O:25])[NH:16][C:17]1[CH:22]=[CH:21][CH:20]=[C:19]([C:23](=[NH:24])[NH:2][OH:3])[CH:18]=1)([CH3:13])([CH3:11])[CH3:12]. The catalyst class is: 72.